This data is from Forward reaction prediction with 1.9M reactions from USPTO patents (1976-2016). The task is: Predict the product of the given reaction. (1) The product is: [Cl:1][C:2]1[CH:3]=[C:4]([C:8]2[CH:17]=[C:16]([O:18][CH2:35][C:36]([O:38][CH2:39][CH3:40])=[O:37])[C:15]([O:19][CH3:20])=[C:14]3[C:9]=2[CH:10]=[N:11][C:12]([NH:21][CH3:22])=[N:13]3)[CH:5]=[CH:6][CH:7]=1. Given the reactants [Cl:1][C:2]1[CH:3]=[C:4]([C:8]2[CH:17]=[C:16]([OH:18])[C:15]([O:19][CH3:20])=[C:14]3[C:9]=2[CH:10]=[N:11][C:12]([NH:21][CH3:22])=[N:13]3)[CH:5]=[CH:6][CH:7]=1.CN(C=O)C.C(=O)([O-])[O-].[K+].[K+].Br[CH2:35][C:36]([O:38][CH2:39][CH3:40])=[O:37], predict the reaction product. (2) Given the reactants [Cl:1][C:2]1[C:6]([N:7]([CH2:17][CH3:18])[C:8](=[O:16])[CH2:9][CH2:10][NH:11][CH2:12][CH:13]([F:15])[F:14])=[CH:5][N:4]([C:19]2[CH:20]=[N:21][CH:22]=[CH:23][CH:24]=2)[N:3]=1.C([C:32]1[NH:33][CH:34]=[CH:35][N:36]=1)([C:32]1[NH:33][CH:34]=[CH:35][N:36]=1)=O.FC1(F)CC1[CH2:41][OH:42], predict the reaction product. The product is: [Cl:1][C:2]1[C:6]([N:7]([CH2:17][CH3:18])[C:8](=[O:16])[CH2:9][CH2:10][N:11]([CH2:12][CH:13]([F:15])[F:14])[C:41]([N:33]2[CH:34]=[CH:35][N:36]=[CH:32]2)=[O:42])=[CH:5][N:4]([C:19]2[CH:20]=[N:21][CH:22]=[CH:23][CH:24]=2)[N:3]=1. (3) Given the reactants [F:1][CH2:2][CH2:3]Br.[Cl:5][C:6]1[C:11]([F:12])=[CH:10][CH:9]=[C:8]([F:13])[C:7]=1[C:14]1[C:23](=[O:24])[NH:22][C:17]2=[N:18][CH:19]=[CH:20][N:21]=[C:16]2[C:15]=1[O:25][C:26](=[O:31])[C:27]([CH3:30])([CH3:29])[CH3:28].C(=O)([O-])[O-].[K+].[K+].[I-].[K+], predict the reaction product. The product is: [Cl:5][C:6]1[C:11]([F:12])=[CH:10][CH:9]=[C:8]([F:13])[C:7]=1[C:14]1[C:23](=[O:24])[N:22]([CH2:3][CH2:2][F:1])[C:17]2=[N:18][CH:19]=[CH:20][N:21]=[C:16]2[C:15]=1[O:25][C:26](=[O:31])[C:27]([CH3:28])([CH3:30])[CH3:29]. (4) Given the reactants C(OC([N:8]1[CH2:13][CH2:12][C:11]([C:15]2[CH:20]=[CH:19][C:18]([Cl:21])=[CH:17][CH:16]=2)([OH:14])[CH:10]([OH:22])[CH2:9]1)=O)(C)(C)C.FC(F)(F)C(O)=O.FC(F)(F)C([O-])=O.C(N(CC)CC)C, predict the reaction product. The product is: [Cl:21][C:18]1[CH:19]=[CH:20][C:15]([C:11]2([OH:14])[CH2:12][CH2:13][NH:8][CH2:9][CH:10]2[OH:22])=[CH:16][CH:17]=1. (5) Given the reactants [CH2:1]([O:3][C:4]([C:6]1[C:10]([Cl:11])=[C:9]([Cl:12])[N:8]([CH2:13][CH2:14][CH:15]([CH3:17])[CH3:16])[C:7]=1[CH3:18])=[O:5])[CH3:2].[Br:19]N1C(=O)CCC1=O.C(OOC(=O)C1C=CC=CC=1)(=O)C1C=CC=CC=1, predict the reaction product. The product is: [CH2:1]([O:3][C:4]([C:6]1[C:10]([Cl:11])=[C:9]([Cl:12])[N:8]([CH2:13][CH2:14][CH:15]([CH3:17])[CH3:16])[C:7]=1[CH2:18][Br:19])=[O:5])[CH3:2]. (6) Given the reactants [Br:1][C:2]1[CH:11]=[C:10]2[C:5]([CH:6]=[C:7]([CH3:27])[C:8]([CH:20]([OH:26])[C:21]([O:23][CH2:24][CH3:25])=[O:22])=[C:9]2[O:12][S:13]([C:16]([F:19])([F:18])[F:17])(=[O:15])=[O:14])=[CH:4][CH:3]=1.CC(OI1(OC(C)=O)(OC(C)=O)OC(=O)C2C=CC=CC1=2)=O.[O-]S(S([O-])=O)=O.[Na+].[Na+].O, predict the reaction product. The product is: [Br:1][C:2]1[CH:11]=[C:10]2[C:5]([CH:6]=[C:7]([CH3:27])[C:8]([C:20](=[O:26])[C:21]([O:23][CH2:24][CH3:25])=[O:22])=[C:9]2[O:12][S:13]([C:16]([F:19])([F:17])[F:18])(=[O:14])=[O:15])=[CH:4][CH:3]=1. (7) Given the reactants [F:1][C:2]1[CH:3]=[C:4]([OH:10])[CH:5]=[CH:6][C:7]=1SC.O[O:12][S:13]([O-:15])=O.[K+].[C:17]([O-])(O)=O.[Na+], predict the reaction product. The product is: [F:1][C:2]1[CH:3]=[C:4]([OH:10])[CH:5]=[CH:6][C:7]=1[S:13]([CH3:17])(=[O:15])=[O:12].